This data is from Full USPTO retrosynthesis dataset with 1.9M reactions from patents (1976-2016). The task is: Predict the reactants needed to synthesize the given product. (1) Given the product [Cl:1][C:2]1[N:7]=[CH:6][C:5]([CH2:8][N:9]([CH2:10][CH2:11][CH2:12][OH:13])[C:16](=[O:17])[O:18][C:19]([CH3:22])([CH3:21])[CH3:20])=[CH:4][CH:3]=1, predict the reactants needed to synthesize it. The reactants are: [Cl:1][C:2]1[N:7]=[CH:6][C:5]([CH2:8][NH:9][CH2:10][CH2:11][CH2:12][OH:13])=[CH:4][CH:3]=1.[OH-].[Na+].[C:16](O[C:16]([O:18][C:19]([CH3:22])([CH3:21])[CH3:20])=[O:17])([O:18][C:19]([CH3:22])([CH3:21])[CH3:20])=[O:17]. (2) Given the product [CH3:25][C:23]1[CH:24]=[C:19]([O:18][C:6]2[C:5]3[C:10](=[CH:11][C:12]([O:13][CH2:14][CH:15]([OH:36])[CH2:17][OH:16])=[C:3]([O:2][CH3:1])[CH:4]=3)[N:9]=[CH:8][CH:7]=2)[C:20]([C:27]2[CH:32]=[CH:31][CH:30]=[CH:29][N:28]=2)=[N:21][C:22]=1[CH3:26], predict the reactants needed to synthesize it. The reactants are: [CH3:1][O:2][C:3]1[CH:4]=[C:5]2[C:10](=[CH:11][C:12]=1[O:13][CH2:14][CH:15]1[CH2:17][O:16]1)[N:9]=[CH:8][CH:7]=[C:6]2[O:18][C:19]1[C:20]([C:27]2[CH:32]=[CH:31][CH:30]=[CH:29][N:28]=2)=[N:21][C:22]([CH3:26])=[C:23]([CH3:25])[CH:24]=1.FC(F)(F)C(O)=[O:36].[OH-].[Na+].O. (3) Given the product [Br:1][C:2]1[N:6]2[N:7]=[C:8]([NH:17][CH2:16][C:15]3[CH:18]=[CH:19][CH:20]=[C:13]([F:12])[CH:14]=3)[CH:9]=[CH:10][C:5]2=[N:4][CH:3]=1, predict the reactants needed to synthesize it. The reactants are: [Br:1][C:2]1[N:6]2[N:7]=[C:8](Cl)[CH:9]=[CH:10][C:5]2=[N:4][CH:3]=1.[F:12][C:13]1[CH:14]=[C:15]([CH:18]=[CH:19][CH:20]=1)[CH2:16][NH2:17].O. (4) Given the product [F:16][C:13]1[CH:12]=[CH:11][C:5]2[NH:6][C@@H:7]([CH3:10])[CH2:8][O:9][C:4]=2[C:14]=1[F:15], predict the reactants needed to synthesize it. The reactants are: [H-].[Na+].F[C:4]1[C:14]([F:15])=[C:13]([F:16])[CH:12]=[CH:11][C:5]=1[NH:6][C@@H:7]([CH3:10])[CH2:8][OH:9]. (5) Given the product [CH3:12][C:13]1[NH:14][C:15]2[CH:21]=[C:20]([C:22]([NH:2][CH2:3][C:4](=[O:5])[C:6]3[CH:11]=[CH:10][CH:9]=[CH:8][CH:7]=3)=[O:23])[CH:19]=[CH:18][C:16]=2[N:17]=1, predict the reactants needed to synthesize it. The reactants are: Cl.[NH2:2][CH2:3][C:4]([C:6]1[CH:11]=[CH:10][CH:9]=[CH:8][CH:7]=1)=[O:5].[CH3:12][C:13]1[NH:14][C:15]2[CH:21]=[C:20]([C:22](O)=[O:23])[CH:19]=[CH:18][C:16]=2[N:17]=1.C(N(CC)C(C)C)(C)C. (6) The reactants are: [Br:1][C:2]1[C:3]([CH3:21])=[N:4][N:5]([CH2:14][C:15](N(OC)C)=[O:16])[C:6]=1[C:7]1[CH:12]=[CH:11][C:10]([F:13])=[CH:9][CH:8]=1.C[Mg+].[Br-].[C:25](OCC)(=O)C.Cl. Given the product [Br:1][C:2]1[C:3]([CH3:21])=[N:4][N:5]([CH2:14][C:15](=[O:16])[CH3:25])[C:6]=1[C:7]1[CH:12]=[CH:11][C:10]([F:13])=[CH:9][CH:8]=1, predict the reactants needed to synthesize it. (7) Given the product [O:1]=[C:2]1[N:6]([CH:7]2[CH2:12][CH2:11][N:10]([CH2:13][C:14]([OH:16])=[O:15])[CH2:9][CH2:8]2)[C:5]2[CH:19]=[CH:20][CH:21]=[CH:22][C:4]=2[NH:3]1, predict the reactants needed to synthesize it. The reactants are: [O:1]=[C:2]1[N:6]([CH:7]2[CH2:12][CH2:11][N:10]([CH2:13][C:14]([O:16]CC)=[O:15])[CH2:9][CH2:8]2)[C:5]2[CH:19]=[CH:20][CH:21]=[CH:22][C:4]=2[NH:3]1.[OH-].[Na+].CO. (8) Given the product [C:9]([O:13][C:14]([N:16]1[CH2:17][CH2:18][CH:19]([C:22]2[S:23][CH:24]=[C:25]([CH2:27][NH:1][C:2]3[CH:7]=[N:6][C:5]([F:8])=[CH:4][CH:3]=3)[N:26]=2)[CH2:20][CH2:21]1)=[O:15])([CH3:12])([CH3:11])[CH3:10], predict the reactants needed to synthesize it. The reactants are: [NH2:1][C:2]1[CH:3]=[CH:4][C:5]([F:8])=[N:6][CH:7]=1.[C:9]([O:13][C:14]([N:16]1[CH2:21][CH2:20][CH:19]([C:22]2[S:23][CH:24]=[C:25]([CH:27]=O)[N:26]=2)[CH2:18][CH2:17]1)=[O:15])([CH3:12])([CH3:11])[CH3:10].C(O[BH-](OC(=O)C)OC(=O)C)(=O)C.[Na+]. (9) Given the product [CH2:37]([O:36][C:35]([N:14]1[CH2:13][CH2:12][N:11]([CH2:23][CH:24]=[CH2:25])[C@H:10]([C:7]2[CH:6]=[CH:5][C:4]([Cl:3])=[CH:9][CH:8]=2)[CH2:15]1)=[O:39])[CH3:38], predict the reactants needed to synthesize it. The reactants are: Cl.Cl.[Cl:3][C:4]1[CH:9]=[CH:8][C:7]([C@@H:10]2[CH2:15][N:14](CC3C=CC=CC=3)[CH2:13][CH2:12][N:11]2[CH2:23][CH:24]=[CH2:25])=[CH:6][CH:5]=1.C1(C)C=CC=CC=1.[OH-].[Na+].[C:35](Cl)(=[O:39])[O:36][CH2:37][CH3:38]. (10) Given the product [Cl:12][C:13]1[C:18]([I:32])=[CH:17][N:16]=[C:15]2[NH:19][CH:20]=[CH:21][C:14]=12, predict the reactants needed to synthesize it. The reactants are: C([Li])(CC)C.C1CCCCC1.[Cl:12][C:13]1[CH:18]=[CH:17][N:16]=[C:15]2[N:19]([Si](C(C)C)(C(C)C)C(C)C)[CH:20]=[CH:21][C:14]=12.[I:32]I.